Dataset: Forward reaction prediction with 1.9M reactions from USPTO patents (1976-2016). Task: Predict the product of the given reaction. (1) Given the reactants Cl.[CH3:2][C:3]1([CH3:26])[CH2:12][CH2:11][C:10]([CH3:14])([CH3:13])[C:9]2[CH:8]=[C:7]([C:15]3[N:16]=[C:17]([CH:20]4[CH2:25][CH2:24][NH:23][CH2:22][CH2:21]4)[S:18][CH:19]=3)[CH:6]=[CH:5][C:4]1=2.C(OC([N:34]1[CH2:38][CH2:37][C@H:36]([OH:39])[C@H:35]1[C:40](O)=[O:41])=O)(C)(C)C, predict the reaction product. The product is: [OH:39][C@H:36]1[CH2:37][CH2:38][NH:34][C@@H:35]1[C:40]([N:23]1[CH2:24][CH2:25][CH:20]([C:17]2[S:18][CH:19]=[C:15]([C:7]3[CH:6]=[CH:5][C:4]4[C:3]([CH3:26])([CH3:2])[CH2:12][CH2:11][C:10]([CH3:13])([CH3:14])[C:9]=4[CH:8]=3)[N:16]=2)[CH2:21][CH2:22]1)=[O:41]. (2) Given the reactants [Br:1][C:2]1[CH:3]=[C:4]2[C:9](=[CH:10][CH:11]=1)[C:8](OC1C=CC=CC=1)=[N:7][CH:6]=[CH:5]2.C([O-])(=O)C.[NH4+:23].[OH-].[Na+], predict the reaction product. The product is: [NH2:23][C:8]1[C:9]2[C:4](=[CH:3][C:2]([Br:1])=[CH:11][CH:10]=2)[CH:5]=[CH:6][N:7]=1. (3) Given the reactants Cl.[CH:2]([C:5]1[CH:30]=[CH:29][C:8]([C:9]([NH:11][C:12]2[CH:27]=[CH:26][C:25]([F:28])=[CH:24][C:13]=2[C:14]([NH:16][C:17]2[CH:22]=[CH:21][C:20]([Cl:23])=[CH:19][N:18]=2)=[O:15])=[O:10])=[C:7]([O:31][CH2:32][CH:33]2[CH2:38][CH2:37][CH2:36][NH:35][CH2:34]2)[CH:6]=1)([CH3:4])[CH3:3].C(C1C=CC(C(O)=O)=C(OCC2CCCN(C(OC(C)(C)C)=O)C2)C=1)(C)C.[Cl:66]C1C=CC(NC(=O)C2C=C(F)C=CC=2N)=NC=1, predict the reaction product. The product is: [ClH:23].[ClH:66].[Cl:23][C:20]1[CH:21]=[CH:22][C:17]([NH:16][C:14](=[O:15])[C:13]2[CH:24]=[C:25]([F:28])[CH:26]=[CH:27][C:12]=2[NH:11][C:9](=[O:10])[C:8]2[CH:29]=[CH:30][C:5]([CH:2]([CH3:4])[CH3:3])=[CH:6][C:7]=2[O:31][CH2:32][CH:33]2[CH2:38][CH2:37][CH2:36][NH:35][CH2:34]2)=[N:18][CH:19]=1. (4) The product is: [CH3:1][O:2][C:3](=[O:13])[C:4]1[CH:9]=[CH:8][C:7]([O:10][CH3:11])=[N:6][C:5]=1[S:19][CH:14]1[CH2:18][CH2:17][CH2:16][CH2:15]1. Given the reactants [CH3:1][O:2][C:3](=[O:13])[C:4]1[CH:9]=[CH:8][C:7]([O:10][CH3:11])=[N:6][C:5]=1Cl.[CH:14]1([SH:19])[CH2:18][CH2:17][CH2:16][CH2:15]1, predict the reaction product. (5) Given the reactants [CH:1]1([N:6]2[C:14]3[CH:13]=[C:12]([CH:15]=O)[CH:11]=[C:10]([C:17]([NH:19][CH2:20][C:21]4[C:22](=[O:29])[NH:23][C:24]([CH3:28])=[CH:25][C:26]=4[CH3:27])=[O:18])[C:9]=3[CH:8]=[N:7]2)[CH2:5][CH2:4][CH2:3][CH2:2]1.C(O)(=O)C.[CH3:34][N:35]1[CH2:40][CH2:39][NH:38][CH2:37][CH2:36]1.[BH3-]C#N.[Na+], predict the reaction product. The product is: [CH:1]1([N:6]2[C:14]3[CH:13]=[C:12]([CH2:15][N:38]4[CH2:39][CH2:40][N:35]([CH3:34])[CH2:36][CH2:37]4)[CH:11]=[C:10]([C:17]([NH:19][CH2:20][C:21]4[C:22](=[O:29])[NH:23][C:24]([CH3:28])=[CH:25][C:26]=4[CH3:27])=[O:18])[C:9]=3[CH:8]=[N:7]2)[CH2:5][CH2:4][CH2:3][CH2:2]1.